From a dataset of Reaction yield outcomes from USPTO patents with 853,638 reactions. Predict the reaction yield, written as a fraction of the theoretical maximum amount of product (1.0 means a 100% yield; for example, 0.34 means a 34% yield). (1) The yield is 0.440. The product is [C:22]([O:21][C:20](=[O:26])[NH:19][CH2:18][C@H:15]1[CH2:16][CH2:17][C@H:13]([O:12][NH2:3])[CH2:14]1)([CH3:25])([CH3:23])[CH3:24]. The reactants are O=C1C2C(=CC=CC=2)C(=O)[N:3]1[O:12][C@H:13]1[CH2:17][CH2:16][C@H:15]([CH2:18][NH:19][C:20](=[O:26])[O:21][C:22]([CH3:25])([CH3:24])[CH3:23])[CH2:14]1.O.NN. No catalyst specified. (2) The reactants are [F:1][C:2]1[C:3]([OH:9])=[N:4][C:5]([F:8])=[CH:6][CH:7]=1.C(N(CC)CC)C.[F:17][C:18]([F:31])([F:30])[S:19](O[S:19]([C:18]([F:31])([F:30])[F:17])(=[O:21])=[O:20])(=[O:21])=[O:20].C(OCC)(=O)C. The catalyst is C(Cl)Cl. The product is [F:17][C:18]([F:31])([F:30])[S:19]([O:9][C:3]1[C:2]([F:1])=[CH:7][CH:6]=[C:5]([F:8])[N:4]=1)(=[O:21])=[O:20]. The yield is 0.760.